Task: Predict the product of the given reaction.. Dataset: Forward reaction prediction with 1.9M reactions from USPTO patents (1976-2016) Given the reactants C[O:2][C:3](=[O:36])[CH2:4][C:5]1[CH:10]=[CH:9][C:8]([C:11](=[O:35])[NH:12][C:13]2[CH:22]=[C:21]3[C:16]([CH2:17][CH2:18][CH2:19][N:20]3[S:23]([C:26]3[CH:31]=[C:30]([Cl:32])[CH:29]=[CH:28][C:27]=3[O:33][CH3:34])(=[O:25])=[O:24])=[CH:15][CH:14]=2)=[CH:7][CH:6]=1.[Li+].[OH-].O, predict the reaction product. The product is: [Cl:32][C:30]1[CH:29]=[CH:28][C:27]([O:33][CH3:34])=[C:26]([S:23]([N:20]2[C:21]3[C:16](=[CH:15][CH:14]=[C:13]([NH:12][C:11]([C:8]4[CH:9]=[CH:10][C:5]([CH2:4][C:3]([OH:36])=[O:2])=[CH:6][CH:7]=4)=[O:35])[CH:22]=3)[CH2:17][CH2:18][CH2:19]2)(=[O:25])=[O:24])[CH:31]=1.